Dataset: Forward reaction prediction with 1.9M reactions from USPTO patents (1976-2016). Task: Predict the product of the given reaction. Given the reactants [CH3:1][N:2]1[CH:6]=[CH:5][N:4]=[C:3]1[C:7]#[N:8].Cl.[NH2:10][OH:11].C(N(CC)CC)C, predict the reaction product. The product is: [OH:11][N:10]=[C:7]([C:3]1[N:2]([CH3:1])[CH:6]=[CH:5][N:4]=1)[NH2:8].